Predict the reactants needed to synthesize the given product. From a dataset of Full USPTO retrosynthesis dataset with 1.9M reactions from patents (1976-2016). (1) Given the product [CH:20]([N:18]1[C:17](=[O:23])[CH:16]=[CH:15][C:14]([C:5]2[C:6]([C:8]3[CH:9]=[CH:10][CH:11]=[CH:12][CH:13]=3)=[N:7][C:2]([NH:1][C:30](=[O:29])[CH2:31][CH:34]([CH3:35])[CH3:33])=[N:3][CH:4]=2)=[N:19]1)([CH3:21])[CH3:22], predict the reactants needed to synthesize it. The reactants are: [NH2:1][C:2]1[N:7]=[C:6]([C:8]2[CH:13]=[CH:12][CH:11]=[CH:10][CH:9]=2)[C:5]([C:14]2[CH:15]=[CH:16][C:17](=[O:23])[N:18]([CH:20]([CH3:22])[CH3:21])[N:19]=2)=[CH:4][N:3]=1.[Cl-].O.C([O:29][CH2:30][CH3:31])(=O)C.N1C=C[CH:35]=[CH:34][CH:33]=1. (2) Given the product [C:1]1([S:7]([N:10]2[C:18]3[CH:17]=[CH:16][CH:15]=[C:14]([C:19]([O-:21])=[O:20])[C:13]=3[C:12]([CH2:23][CH2:24][NH:25][C@H:26]3[CH:31]4[CH2:32][CH2:33][N:28]([CH2:29][CH2:30]4)[CH2:27]3)=[CH:11]2)(=[O:9])=[O:8])[CH:6]=[CH:5][CH:4]=[CH:3][CH:2]=1.[Li+:36], predict the reactants needed to synthesize it. The reactants are: [C:1]1([S:7]([N:10]2[C:18]3[CH:17]=[CH:16][CH:15]=[C:14]([C:19]([O:21]C)=[O:20])[C:13]=3[C:12]([CH2:23][CH2:24][NH:25][C@H:26]3[CH:31]4[CH2:32][CH2:33][N:28]([CH2:29][CH2:30]4)[CH2:27]3)=[CH:11]2)(=[O:9])=[O:8])[CH:6]=[CH:5][CH:4]=[CH:3][CH:2]=1.O.[OH-].[Li+:36]. (3) Given the product [F:1][C:2]1[C:10]2[S:9][CH:8]=[C:7]([CH2:11][NH:16][S:13]([NH2:17])(=[O:15])=[O:14])[C:6]=2[CH:5]=[CH:4][CH:3]=1, predict the reactants needed to synthesize it. The reactants are: [F:1][C:2]1[C:10]2[S:9][CH:8]=[C:7]([CH:11]=O)[C:6]=2[CH:5]=[CH:4][CH:3]=1.[S:13]([NH2:17])([NH2:16])(=[O:15])=[O:14].[BH4-].[Na+].O. (4) The reactants are: Cl[C:2]1[C:11]2[C:6](=[CH:7][C:8]([NH:14][C:15](=[O:17])[CH3:16])=[C:9]([O:12][CH3:13])[CH:10]=2)[N:5]=[CH:4][C:3]=1[C:18]#[N:19].[Cl:20][C:21]1[CH:27]=[C:26]([Cl:28])[C:25]([O:29][CH3:30])=[CH:24][C:22]=1[NH2:23].Cl.N1C=CC=CC=1. Given the product [C:18]([C:3]1[CH:4]=[N:5][C:6]2[C:11]([C:2]=1[NH:23][C:22]1[CH:24]=[C:25]([O:29][CH3:30])[C:26]([Cl:28])=[CH:27][C:21]=1[Cl:20])=[CH:10][C:9]([O:12][CH3:13])=[C:8]([NH:14][C:15](=[O:17])[CH3:16])[CH:7]=2)#[N:19], predict the reactants needed to synthesize it. (5) The reactants are: [OH:1][C:2]([C:18]1[CH:23]=[CH:22][CH:21]=[CH:20][CH:19]=1)([CH2:14][C:15]([CH3:17])=[CH2:16])[CH2:3][CH2:4][N:5]([C:9]([CH3:13])([C:11]#[CH:12])[CH3:10])[C:6](=[O:8])[O-:7].Br[C:25]1[CH:30]=[CH:29][C:28]([F:31])=[CH:27][CH:26]=1.[CH3:32]CN(CC)CC. Given the product [F:31][C:28]1[CH:29]=[CH:30][C:25]([C:12]#[C:11][C:9]([N:5]([CH2:4][CH2:3][C:2]([OH:1])([C:18]2[CH:19]=[CH:20][CH:21]=[CH:22][CH:23]=2)[CH2:14][C:15]([CH3:17])=[CH2:16])[C:6](=[O:7])[O:8][CH3:32])([CH3:10])[CH3:13])=[CH:26][CH:27]=1, predict the reactants needed to synthesize it. (6) Given the product [OH:25][CH2:24][C:20]1[CH:19]=[C:18]2[C:23](=[CH:22][CH:21]=1)[CH2:15][N:16]([C:6]([NH:8][CH2:9][CH2:10][CH2:36][C:32]1[CH:31]=[CH:30][CH:35]=[CH:34][CH:33]=1)=[O:7])[CH2:17]2, predict the reactants needed to synthesize it. The reactants are: NC1C=CC([C:6]([NH:8][CH2:9][CH2:10]C)=[O:7])=CC=1.Cl.[CH2:15]1[C:23]2[C:18](=[CH:19][C:20]([CH2:24][OH:25])=[CH:21][CH:22]=2)[CH2:17][NH:16]1.Cl.C1[C:35]2[C:30](=[CH:31][C:32]([C:36](OC)=O)=[CH:33][CH:34]=2)CN1. (7) Given the product [Br:1][C:2]1[CH:7]=[CH:6][CH:5]=[CH:4][C:3]=1[C:8]1[N:9]=[C:10]([CH:51]([C:50]2[CH:53]=[C:54]([CH2:56][CH3:57])[CH:55]=[C:48]([O:47][Si:40]([C:43]([CH3:46])([CH3:45])[CH3:44])([CH3:42])[CH3:41])[C:49]=2[F:58])[OH:52])[N:11]([C:13]([C:26]2[CH:27]=[CH:28][CH:29]=[CH:30][CH:31]=2)([C:14]2[CH:19]=[CH:18][CH:17]=[CH:16][CH:15]=2)[C:20]2[CH:21]=[CH:22][CH:23]=[CH:24][CH:25]=2)[CH:12]=1, predict the reactants needed to synthesize it. The reactants are: [Br:1][C:2]1[CH:7]=[CH:6][CH:5]=[CH:4][C:3]=1[C:8]1[N:9]=[CH:10][N:11]([C:13]([C:26]2[CH:31]=[CH:30][CH:29]=[CH:28][CH:27]=2)([C:20]2[CH:25]=[CH:24][CH:23]=[CH:22][CH:21]=2)[C:14]2[CH:19]=[CH:18][CH:17]=[CH:16][CH:15]=2)[CH:12]=1.C([N-]C(C)C)(C)C.[Li+].[Si:40]([O:47][C:48]1[C:49]([F:58])=[C:50]([CH:53]=[C:54]([CH2:56][CH3:57])[CH:55]=1)[CH:51]=[O:52])([C:43]([CH3:46])([CH3:45])[CH3:44])([CH3:42])[CH3:41]. (8) Given the product [F:26][C:27]1[CH:35]=[CH:34][CH:33]=[C:32]([F:36])[C:28]=1[C:29]([NH:23][C:22]1[CH:21]=[CH:20][C:19]([C:16]2[S:15][C:14]([CH:11]3[CH2:12][CH2:13][CH:8]([CH2:7][C:5]4[O:4][N:3]=[C:2]([CH3:1])[N:6]=4)[CH2:9][CH2:10]3)=[N:18][CH:17]=2)=[CH:25][CH:24]=1)=[O:30], predict the reactants needed to synthesize it. The reactants are: [CH3:1][C:2]1[N:6]=[C:5]([CH2:7][CH:8]2[CH2:13][CH2:12][CH:11]([C:14]3[S:15][C:16]([C:19]4[CH:25]=[CH:24][C:22]([NH2:23])=[CH:21][CH:20]=4)=[CH:17][N:18]=3)[CH2:10][CH2:9]2)[O:4][N:3]=1.[F:26][C:27]1[CH:35]=[CH:34][CH:33]=[C:32]([F:36])[C:28]=1[C:29](Cl)=[O:30]. (9) Given the product [NH2:12][C:9]1[CH:8]=[N:7][C:6]([N:4]2[CH2:3][CH:2]([OH:1])[CH2:5]2)=[CH:11][CH:10]=1, predict the reactants needed to synthesize it. The reactants are: [OH:1][CH:2]1[CH2:5][N:4]([C:6]2[CH:11]=[CH:10][C:9]([N+:12]([O-])=O)=[CH:8][N:7]=2)[CH2:3]1.[H][H]. (10) Given the product [O:18]=[C:17]([NH:19][CH2:20][CH2:21][CH2:22][CH2:23][CH2:24][C:25](=[O:27])[NH:55][C:56]1[CH:57]=[N:58][C:59]2[C:64]([CH:65]=1)=[CH:63][CH:62]=[CH:61][CH:60]=2)[CH2:16][S:15][C:12]1[CH:11]=[CH:10][C:9]([NH:8][C:6](=[O:7])[O:5][C:1]([CH3:2])([CH3:3])[CH3:4])=[CH:14][CH:13]=1, predict the reactants needed to synthesize it. The reactants are: [C:1]([O:5][C:6]([NH:8][C:9]1[CH:14]=[CH:13][C:12]([S:15][CH2:16][C:17]([NH:19][CH2:20][CH2:21][CH2:22][CH2:23][CH2:24][C:25]([OH:27])=O)=[O:18])=[CH:11][CH:10]=1)=[O:7])([CH3:4])([CH3:3])[CH3:2].F[P-](F)(F)(F)(F)F.N1(O[P+](N(C)C)(N(C)C)N(C)C)C2C=CC=CC=2N=N1.[NH2:55][C:56]1[CH:57]=[N:58][C:59]2[C:64]([CH:65]=1)=[CH:63][CH:62]=[CH:61][CH:60]=2.C(N(CC)CC)C.ClCC(NCCCCCC(NC1C=CC2C(=CC=CC=2)N=1)=O)=O.